This data is from Full USPTO retrosynthesis dataset with 1.9M reactions from patents (1976-2016). The task is: Predict the reactants needed to synthesize the given product. (1) Given the product [Cl:12][CH2:13][CH2:14][CH2:15][O:16][C:17]1[CH:22]=[CH:21][CH:20]=[CH:19][C:18]=1[NH:23][C:4]1[N:3]=[C:2]([Cl:1])[N:10]=[C:9]2[C:5]=1[N:6]=[CH:7][NH:8]2, predict the reactants needed to synthesize it. The reactants are: [Cl:1][C:2]1[N:10]=[C:9]2[C:5]([NH:6][CH:7]=[N:8]2)=[C:4](Cl)[N:3]=1.[Cl:12][CH2:13][CH2:14][CH2:15][O:16][C:17]1[CH:22]=[CH:21][CH:20]=[CH:19][C:18]=1[NH2:23]. (2) Given the product [CH3:28][S:29]([C:2]1[N:7]=[CH:6][C:5]([CH2:8][NH:9][C:10]([C:12]2[C:13]3[N:14]([C:18]([C:21]4[CH:26]=[CH:25][C:24]([F:27])=[CH:23][CH:22]=4)=[N:19][CH:20]=3)[CH:15]=[CH:16][CH:17]=2)=[O:11])=[CH:4][CH:3]=1)(=[O:31])=[O:30], predict the reactants needed to synthesize it. The reactants are: Br[C:2]1[N:7]=[CH:6][C:5]([CH2:8][NH:9][C:10]([C:12]2[C:13]3[N:14]([C:18]([C:21]4[CH:26]=[CH:25][C:24]([F:27])=[CH:23][CH:22]=4)=[N:19][CH:20]=3)[CH:15]=[CH:16][CH:17]=2)=[O:11])=[CH:4][CH:3]=1.[CH3:28][S:29]([O-:31])=[O:30].[Na+].CNCCNC.